Dataset: Reaction yield outcomes from USPTO patents with 853,638 reactions. Task: Predict the reaction yield, written as a fraction of the theoretical maximum amount of product (1.0 means a 100% yield; for example, 0.34 means a 34% yield). (1) The reactants are [CH2:1]([O:8][C:9]1[CH:14]=[CH:13][CH:12]=[CH:11][C:10]=1[C:15]1[O:19][N:18]=[C:17]([C:20]([NH:22][CH2:23][C:24]([OH:26])=O)=[O:21])[CH:16]=1)[C:2]1[CH:7]=[CH:6][CH:5]=[CH:4][CH:3]=1.CCN(C(C)C)C(C)C.C1C=CC2N(O)N=NC=2C=1.CCN=C=NCCCN(C)C.Cl.Cl.Cl.[Cl:60][C:61]1[CH:66]=[CH:65][CH:64]=[CH:63][C:62]=1[NH:67][CH:68]1[CH2:73][CH2:72][NH:71][CH2:70][CH2:69]1. The catalyst is CN(C=O)C.O. The product is [Cl:60][C:61]1[CH:66]=[CH:65][CH:64]=[CH:63][C:62]=1[NH:67][CH:68]1[CH2:73][CH2:72][N:71]([C:24](=[O:26])[CH2:23][NH:22][C:20]([C:17]2[CH:16]=[C:15]([C:10]3[CH:11]=[CH:12][CH:13]=[CH:14][C:9]=3[O:8][CH2:1][C:2]3[CH:7]=[CH:6][CH:5]=[CH:4][CH:3]=3)[O:19][N:18]=2)=[O:21])[CH2:70][CH2:69]1. The yield is 0.780. (2) The reactants are [CH2:1]([O:5][CH:6]([O:8][NH:9][C:10]([CH2:12][CH2:13][CH2:14][CH2:15][CH2:16][CH2:17][C:18]([OH:20])=O)=[O:11])[CH3:7])[CH:2]([CH3:4])[CH3:3].C[Si](C)(C)[O:23][CH2:24][C:25]1[CH:30]=[CH:29][C:28]([NH2:31])=[CH:27][CH:26]=1.C1CN([P+](Br)(N2CCCC2)N2CCCC2)CC1.F[P-](F)(F)(F)(F)F.CCN(C(C)C)C(C)C. The catalyst is CN(C=O)C.O.C(OCC)(=O)C. The product is [CH2:1]([O:5][CH:6]([O:8][NH:9][C:10](=[O:11])[CH2:12][CH2:13][CH2:14][CH2:15][CH2:16][CH2:17][C:18]([NH:31][C:28]1[CH:29]=[CH:30][C:25]([CH2:24][OH:23])=[CH:26][CH:27]=1)=[O:20])[CH3:7])[CH:2]([CH3:3])[CH3:4]. The yield is 0.530. (3) The reactants are [CH3:1][O:2][C:3]([C:5]1([C:8]2[CH:13]=[CH:12][C:11]([OH:14])=[C:10]([NH2:15])[CH:9]=2)[CH2:7][CH2:6]1)=[O:4].Cl[C:17](Cl)([O:19]C(=O)OC(Cl)(Cl)Cl)Cl.O. The catalyst is C1COCC1. The product is [CH3:1][O:2][C:3]([C:5]1([C:8]2[CH:13]=[CH:12][C:11]3[O:14][C:17](=[O:19])[NH:15][C:10]=3[CH:9]=2)[CH2:7][CH2:6]1)=[O:4]. The yield is 0.910. (4) The reactants are C[O:2][C:3](=[O:14])[CH2:4][C:5]1[CH:13]=[CH:12][CH:11]=[CH:10][C:6]=1[C:7]([OH:9])=O.[CH2:15]([N:17]([CH2:20][CH3:21])[CH2:18][CH3:19])[CH3:16].F[P-](F)(F)(F)(F)F.CN(C(=[N+](C)C)ON1[C:38]2=[N:39][CH:40]=[CH:41][CH:42]=[C:37]2N=N1)C.[Li+].[OH-].[CH2:48]1[CH2:52][O:51][CH2:50][CH2:49]1. The catalyst is CCOC(C)=O.CO.CCN(CC)CC.C(O)(=O)C.O.CO.ClCCl. The product is [O:51]([C:50]1[CH:49]=[CH:12][CH:11]=[CH:10][C:16]=1[CH2:15][N:17]1[CH2:20][CH2:21][C:42]2([CH2:37][CH2:38][N:39]([C:7]([C:6]3[CH:10]=[CH:11][CH:12]=[CH:13][C:5]=3[CH2:4][C:3]([OH:2])=[O:14])=[O:9])[CH2:40][CH2:41]2)[CH2:19][CH2:18]1)[C:52]1[CH:48]=[CH:6][CH:5]=[CH:4][CH:3]=1. The yield is 0.450. (5) The reactants are [C:1]([O:4][C@@H:5]([C@H:16]1[C@H:21]([NH:22][C:23](=[O:25])[CH3:24])[C@@H:20]([NH:26][C:27]([NH:36][C:37]([O:39][C:40]([CH3:43])([CH3:42])[CH3:41])=[O:38])=[N:28][C:29]([O:31][C:32]([CH3:35])([CH3:34])[CH3:33])=[O:30])[CH:19]=[C:18]([C:44]([O:46]C)=[O:45])[O:17]1)[C@H:6]([O:12][C:13](=[O:15])[CH3:14])[CH2:7][O:8][C:9](=[O:11])[CH3:10])(=[O:3])[CH3:2].[OH-].[Na+].Cl. The catalyst is CO. The product is [C:23]([NH:22][C@@H:21]1[C@@H:20]([NH:26][C:27]([NH:36][C:37]([O:39][C:40]([CH3:43])([CH3:42])[CH3:41])=[O:38])=[N:28][C:29]([O:31][C:32]([CH3:35])([CH3:33])[CH3:34])=[O:30])[CH:19]=[C:18]([C:44]([OH:46])=[O:45])[O:17][C@H:16]1[C@H:5]([O:4][C:1](=[O:3])[CH3:2])[C@H:6]([O:12][C:13](=[O:15])[CH3:14])[CH2:7][O:8][C:9](=[O:11])[CH3:10])(=[O:25])[CH3:24]. The yield is 0.950. (6) The reactants are [CH3:1][C:2]1[O:6][N:5]=[C:4]([C:7]2[CH:12]=[CH:11][CH:10]=[CH:9][CH:8]=2)[C:3]=1[CH2:13][O:14][C:15]1[CH:16]=[C:17]([CH:21]=[CH:22][N:23]=1)[C:18]([OH:20])=O.[NH2:24][CH:25]1[CH2:30][CH2:29][O:28][CH2:27][CH2:26]1. No catalyst specified. The product is [CH3:1][C:2]1[O:6][N:5]=[C:4]([C:7]2[CH:8]=[CH:9][CH:10]=[CH:11][CH:12]=2)[C:3]=1[CH2:13][O:14][C:15]1[CH:16]=[C:17]([CH:21]=[CH:22][N:23]=1)[C:18]([NH:24][CH:25]1[CH2:30][CH2:29][O:28][CH2:27][CH2:26]1)=[O:20]. The yield is 0.620. (7) The reactants are Cl.[CH3:2][C:3]1[O:4][C:5]2[C:14]3[CH:13]([CH2:15][CH2:16][NH2:17])[CH2:12][CH2:11][C:10]=3[CH:9]=[CH:8][C:6]=2[N:7]=1.C(N(CC)CC)C.[CH:25]1([C:28](Cl)=[O:29])[CH2:27][CH2:26]1.C(=O)([O-])O.[Na+]. The catalyst is O1CCCC1. The product is [CH3:2][C:3]1[O:4][C:5]2[C:14]3[CH:13]([CH2:15][CH2:16][NH:17][C:28]([CH:25]4[CH2:27][CH2:26]4)=[O:29])[CH2:12][CH2:11][C:10]=3[CH:9]=[CH:8][C:6]=2[N:7]=1. The yield is 0.420. (8) The reactants are Br[C:2]1[CH:7]=[CH:6][CH:5]=[C:4]([Cl:8])[CH:3]=1.[Li]CCCC.CCCCCC.CON(C)[C:23]([C@@H:25]1[CH2:30][CH2:29][CH2:28][N:27]([C:31]([O:33][C:34]([CH3:37])([CH3:36])[CH3:35])=[O:32])[CH2:26]1)=[O:24]. The catalyst is C1COCC1. The product is [Cl:8][C:4]1[CH:3]=[C:2]([CH:7]=[CH:6][CH:5]=1)[C:23]([C@@H:25]1[CH2:30][CH2:29][CH2:28][N:27]([C:31]([O:33][C:34]([CH3:37])([CH3:36])[CH3:35])=[O:32])[CH2:26]1)=[O:24]. The yield is 0.510. (9) The reactants are [Cl:1][C:2]1[CH:7]=[C:6]([C:8]([F:11])([F:10])[F:9])[CH:5]=[C:4]([I:12])[C:3]=1N.Cl.N([O-])=O.[Na+].[PH2](O)=O. The catalyst is O. The product is [Cl:1][C:2]1[CH:7]=[C:6]([C:8]([F:9])([F:10])[F:11])[CH:5]=[C:4]([I:12])[CH:3]=1. The yield is 0.660. (10) The reactants are [F:1][C:2]1[CH:22]=[C:21]([C:23]#[C:24][Si](C)(C)C)[CH:20]=[CH:19][C:3]=1[NH:4][C:5]1[C:6]([C:12]([NH:14][CH2:15][CH2:16][CH2:17][OH:18])=[O:13])=[CH:7][NH:8][C:9](=[O:11])[CH:10]=1.C([O-])([O-])=O.[K+].[K+]. The catalyst is CO.C1COCC1. The product is [C:23]([C:21]1[CH:20]=[CH:19][C:3]([NH:4][C:5]2[C:6]([C:12]([NH:14][CH2:15][CH2:16][CH2:17][OH:18])=[O:13])=[CH:7][NH:8][C:9](=[O:11])[CH:10]=2)=[C:2]([F:1])[CH:22]=1)#[CH:24]. The yield is 0.680.